From a dataset of NCI-60 drug combinations with 297,098 pairs across 59 cell lines. Regression. Given two drug SMILES strings and cell line genomic features, predict the synergy score measuring deviation from expected non-interaction effect. (1) Drug 1: CN1C(=O)N2C=NC(=C2N=N1)C(=O)N. Drug 2: C1=NC2=C(N1)C(=S)N=CN2. Cell line: HCC-2998. Synergy scores: CSS=13.9, Synergy_ZIP=-2.92, Synergy_Bliss=2.40, Synergy_Loewe=-20.8, Synergy_HSA=-0.0355. (2) Drug 1: C1CCN(CC1)CCOC2=CC=C(C=C2)C(=O)C3=C(SC4=C3C=CC(=C4)O)C5=CC=C(C=C5)O. Drug 2: CN(C)N=NC1=C(NC=N1)C(=O)N. Cell line: UACC-257. Synergy scores: CSS=-10.7, Synergy_ZIP=4.51, Synergy_Bliss=2.35, Synergy_Loewe=-5.78, Synergy_HSA=-5.78. (3) Drug 1: CN(C)C1=NC(=NC(=N1)N(C)C)N(C)C. Drug 2: CC1=C(N=C(N=C1N)C(CC(=O)N)NCC(C(=O)N)N)C(=O)NC(C(C2=CN=CN2)OC3C(C(C(C(O3)CO)O)O)OC4C(C(C(C(O4)CO)O)OC(=O)N)O)C(=O)NC(C)C(C(C)C(=O)NC(C(C)O)C(=O)NCCC5=NC(=CS5)C6=NC(=CS6)C(=O)NCCC[S+](C)C)O. Cell line: SF-539. Synergy scores: CSS=6.23, Synergy_ZIP=-2.35, Synergy_Bliss=3.05, Synergy_Loewe=-12.0, Synergy_HSA=0.967. (4) Drug 1: CC1=C2C(C(=O)C3(C(CC4C(C3C(C(C2(C)C)(CC1OC(=O)C(C(C5=CC=CC=C5)NC(=O)OC(C)(C)C)O)O)OC(=O)C6=CC=CC=C6)(CO4)OC(=O)C)OC)C)OC. Drug 2: CC=C1C(=O)NC(C(=O)OC2CC(=O)NC(C(=O)NC(CSSCCC=C2)C(=O)N1)C(C)C)C(C)C. Cell line: MALME-3M. Synergy scores: CSS=69.6, Synergy_ZIP=4.31, Synergy_Bliss=4.78, Synergy_Loewe=6.49, Synergy_HSA=10.2. (5) Drug 1: C1=NC(=NC(=O)N1C2C(C(C(O2)CO)O)O)N. Drug 2: CCCCC(=O)OCC(=O)C1(CC(C2=C(C1)C(=C3C(=C2O)C(=O)C4=C(C3=O)C=CC=C4OC)O)OC5CC(C(C(O5)C)O)NC(=O)C(F)(F)F)O. Cell line: SR. Synergy scores: CSS=55.5, Synergy_ZIP=4.78, Synergy_Bliss=2.29, Synergy_Loewe=-9.04, Synergy_HSA=1.97. (6) Drug 1: CC1=C2C(C(=O)C3(C(CC4C(C3C(C(C2(C)C)(CC1OC(=O)C(C(C5=CC=CC=C5)NC(=O)C6=CC=CC=C6)O)O)OC(=O)C7=CC=CC=C7)(CO4)OC(=O)C)O)C)OC(=O)C. Drug 2: CC(C)(C#N)C1=CC(=CC(=C1)CN2C=NC=N2)C(C)(C)C#N. Cell line: HCT116. Synergy scores: CSS=0.169, Synergy_ZIP=1.44, Synergy_Bliss=0.434, Synergy_Loewe=-1.67, Synergy_HSA=-2.72. (7) Drug 1: C1CC(=O)NC(=O)C1N2CC3=C(C2=O)C=CC=C3N. Drug 2: C1CCC(CC1)NC(=O)N(CCCl)N=O. Cell line: 786-0. Synergy scores: CSS=11.6, Synergy_ZIP=-0.154, Synergy_Bliss=0.733, Synergy_Loewe=2.20, Synergy_HSA=2.24.